This data is from Full USPTO retrosynthesis dataset with 1.9M reactions from patents (1976-2016). The task is: Predict the reactants needed to synthesize the given product. (1) Given the product [Cl:1][C:2]1[CH:3]=[C:4]([C:8]2[O:24][C:13]3[C:12]([C:10](=[O:11])[CH:9]=2)=[CH:17][CH:16]=[C:15]([OH:18])[C:14]=3[OH:20])[CH:5]=[CH:6][CH:7]=1, predict the reactants needed to synthesize it. The reactants are: [Cl:1][C:2]1[CH:3]=[C:4]([C:8](=[O:24])[CH2:9][C:10]([C:12]2[CH:17]=[CH:16][C:15]([O:18]C)=[C:14]([O:20]C)[C:13]=2OC)=[O:11])[CH:5]=[CH:6][CH:7]=1.I. (2) Given the product [Cl:8][C:3]1[C:2]([C:17]2[CH2:22][CH2:21][O:20][CH2:19][CH:18]=2)=[CH:7][CH:6]=[CH:5][N:4]=1, predict the reactants needed to synthesize it. The reactants are: Br[C:2]1[C:3]([Cl:8])=[N:4][CH:5]=[CH:6][CH:7]=1.CC1(C)C(C)(C)CB([C:17]2[CH2:18][CH2:19][O:20][CH2:21][CH:22]=2)C1.C([O-])([O-])=O.[Na+].[Na+]. (3) The reactants are: C[O:2][C:3](=[O:18])[CH2:4][O:5][C:6]1[CH:11]=[CH:10][C:9]([O:12][CH2:13][C:14]([O:16]C)=[O:15])=[CH:8][CH:7]=1.Cl. Given the product [C:14]([CH2:13][O:12][C:9]1[CH:10]=[CH:11][C:6]([O:5][CH2:4][C:3]([OH:18])=[O:2])=[CH:7][CH:8]=1)([OH:16])=[O:15], predict the reactants needed to synthesize it. (4) Given the product [CH3:16][O:1][C:2]1[CH:3]=[C:4]([C:7]([N+:13]([O-:15])=[O:14])=[CH:8][C:9]=1[CH2:10][CH:11]=[CH2:12])[CH2:5][OH:6], predict the reactants needed to synthesize it. The reactants are: [OH:1][C:2]1[CH:3]=[C:4]([C:7]([N+:13]([O-:15])=[O:14])=[CH:8][C:9]=1[CH2:10][CH:11]=[CH2:12])[CH2:5][OH:6].[C:16](=O)([O-])[O-].[K+].[K+].IC.